This data is from Reaction yield outcomes from USPTO patents with 853,638 reactions. The task is: Predict the reaction yield, written as a fraction of the theoretical maximum amount of product (1.0 means a 100% yield; for example, 0.34 means a 34% yield). (1) The reactants are [CH3:1][N:2]([CH:10]1[CH2:15][CH2:14][N:13]([CH3:16])[CH2:12][CH2:11]1)[C:3]1[CH:8]=[CH:7][CH:6]=[C:5]([NH2:9])[N:4]=1.[F:17][C:18]1[CH:26]=[C:25]([F:27])[CH:24]=[C:23]([F:28])[C:19]=1[C:20]([Cl:22])=[O:21]. The catalyst is O1CCOCC1. The product is [ClH:22].[F:17][C:18]1[CH:26]=[C:25]([F:27])[CH:24]=[C:23]([F:28])[C:19]=1[C:20]([NH:9][C:5]1[CH:6]=[CH:7][CH:8]=[C:3]([N:2]([CH3:1])[CH:10]2[CH2:15][CH2:14][N:13]([CH3:16])[CH2:12][CH2:11]2)[N:4]=1)=[O:21]. The yield is 0.800. (2) The reactants are [CH:1]1([C:4]([NH:6][C:7]2[N:8]=[CH:9][C:10]3[C:15]([CH:16]=2)=[CH:14][CH:13]=[C:12]([C:17]2[CH:18]=[C:19]([CH:23]=[CH:24][C:25]=2[CH3:26])[C:20]([OH:22])=O)[CH:11]=3)=[O:5])[CH2:3][CH2:2]1.[CH3:27][C:28]1([NH2:32])[CH2:31][CH2:30][CH2:29]1.F[P-](F)(F)(F)(F)F.N1(O[P+](N2CCCC2)(N2CCCC2)N2CCCC2)C2N=CC=CC=2N=N1.C(N(CC)C(C)C)(C)C.CN(C)C=O. The catalyst is CN(C)C1C=CN=CC=1.C(OCC)(=O)C. The product is [CH:1]1([C:4]([NH:6][C:7]2[N:8]=[CH:9][C:10]3[C:15]([CH:16]=2)=[CH:14][CH:13]=[C:12]([C:17]2[CH:18]=[C:19]([CH:23]=[CH:24][C:25]=2[CH3:26])[C:20]([NH:32][C:28]2([CH3:27])[CH2:31][CH2:30][CH2:29]2)=[O:22])[CH:11]=3)=[O:5])[CH2:2][CH2:3]1. The yield is 0.780. (3) The reactants are [CH2:1]([O:8][C:9]1[CH:18]=[CH:17][C:12]([C:13]([O:15][CH3:16])=[O:14])=[CH:11][C:10]=1Br)[C:2]1[CH:7]=[CH:6][CH:5]=[CH:4][CH:3]=1.C(=O)([O-])[O-].[Cs+].[Cs+].[CH3:26]/[C:27](/B(O)O)=[CH:28]/[CH3:29].O. The catalyst is O1CCCC1. The product is [CH2:1]([O:8][C:9]1[CH:18]=[CH:17][C:12]([C:13]([O:15][CH3:16])=[O:14])=[CH:11][C:10]=1/[C:27](/[CH3:26])=[CH:28]\[CH3:29])[C:2]1[CH:7]=[CH:6][CH:5]=[CH:4][CH:3]=1. The yield is 0.410.